From a dataset of Full USPTO retrosynthesis dataset with 1.9M reactions from patents (1976-2016). Predict the reactants needed to synthesize the given product. The reactants are: CS(O[CH2:6][CH2:7][C:8]1[CH:13]=[CH:12][C:11]([NH:14][C:15]2[N:24]=[CH:23][C:22]3[CH2:21][C@@H:20]([C:25]4[CH:30]=[CH:29][C:28]([Cl:31])=[C:27]([Cl:32])[CH:26]=4)[C:19]4[CH:33]=[CH:34][CH:35]=[CH:36][C:18]=4[C:17]=3[N:16]=2)=[CH:10][CH:9]=1)(=O)=O.[CH3:37][NH:38][CH2:39][CH2:40][CH2:41][CH3:42]. Given the product [ClH:31].[CH2:39]([N:38]([CH3:37])[CH2:6][CH2:7][C:8]1[CH:13]=[CH:12][C:11]([NH:14][C:15]2[N:24]=[CH:23][C:22]3[CH2:21][C@@H:20]([C:25]4[CH:30]=[CH:29][C:28]([Cl:31])=[C:27]([Cl:32])[CH:26]=4)[C:19]4[CH:33]=[CH:34][CH:35]=[CH:36][C:18]=4[C:17]=3[N:16]=2)=[CH:10][CH:9]=1)[CH2:40][CH2:41][CH3:42], predict the reactants needed to synthesize it.